The task is: Predict the reaction yield, written as a fraction of the theoretical maximum amount of product (1.0 means a 100% yield; for example, 0.34 means a 34% yield).. This data is from Reaction yield outcomes from USPTO patents with 853,638 reactions. (1) The reactants are [Br:1][C:2]1[C:3]([C:9](OC)=[O:10])=[N:4][C:5]([Cl:8])=[CH:6][CH:7]=1.[BH4-].[Na+]. The catalyst is CO. The product is [Br:1][C:2]1[C:3]([CH2:9][OH:10])=[N:4][C:5]([Cl:8])=[CH:6][CH:7]=1. The yield is 0.640. (2) The reactants are CN(C(ON1N=NC2C=CC=NC1=2)=[N+](C)C)C.F[P-](F)(F)(F)(F)F.[C:25]([O:29][C:30]([NH:32][C@@H:33]([C@H:45]([CH3:53])[CH2:46][CH:47]([CH3:52])[CH2:48][CH2:49][CH:50]=[CH2:51])[C:34]([N:36]1[CH2:40][C@H:39]([OH:41])[CH2:38][C@H:37]1[C:42](O)=[O:43])=[O:35])=[O:31])([CH3:28])([CH3:27])[CH3:26].Cl.[NH2:55][C@:56]1([C:61]([NH:63][S:64]([C:67]2([CH2:70][F:71])[CH2:69][CH2:68]2)(=[O:66])=[O:65])=[O:62])[CH2:58][C@H:57]1[CH:59]=[CH2:60].C(N(CC)CC)C. The catalyst is C(Cl)Cl. The product is [C:25]([O:29][C:30](=[O:31])[NH:32][C@@H:33]([C@H:45]([CH3:53])[CH2:46][CH:47]([CH3:52])[CH2:48][CH2:49][CH:50]=[CH2:51])[C:34]([N:36]1[CH2:40][C@H:39]([OH:41])[CH2:38][C@H:37]1[C:42](=[O:43])[NH:55][C@:56]1([C:61](=[O:62])[NH:63][S:64]([C:67]2([CH2:70][F:71])[CH2:69][CH2:68]2)(=[O:66])=[O:65])[CH2:58][C@H:57]1[CH:59]=[CH2:60])=[O:35])([CH3:28])([CH3:27])[CH3:26]. The yield is 0.900. (3) The reactants are [Br:1][C:2]1[CH:7]=[CH:6][C:5]([C@@H:8]([NH:10][CH2:11][CH2:12][C:13]([CH:18]([CH3:20])[CH3:19])([OH:17])[CH2:14][CH:15]=[CH2:16])[CH3:9])=[CH:4][CH:3]=1.C(N(CC)CC)C.Cl[C:29](Cl)([O:31]C(=O)OC(Cl)(Cl)Cl)Cl. The catalyst is C(Cl)Cl. The product is [CH2:14]([C:13]1([CH:18]([CH3:20])[CH3:19])[O:17][C:29](=[O:31])[N:10]([C@H:8]([C:5]2[CH:4]=[CH:3][C:2]([Br:1])=[CH:7][CH:6]=2)[CH3:9])[CH2:11][CH2:12]1)[CH:15]=[CH2:16]. The yield is 0.560. (4) The reactants are [CH2:1]([NH:8][C:9]([C:11]1[S:15][C:14]([N:16]2[CH:20]([OH:21])[CH2:19][N:18]([C:22]3[CH:27]=[CH:26][C:25]([F:28])=[CH:24][CH:23]=3)[C:17]2=[O:29])=[N:13][C:12]=1[CH3:30])=[O:10])[C:2]1[CH:7]=[CH:6][CH:5]=[CH:4][CH:3]=1.C[N+]1([O-])CCOCC1. The catalyst is C(Cl)(Cl)Cl.[Ru]([O-])(=O)(=O)=O.C([N+](CCC)(CCC)CCC)CC. The product is [CH2:1]([NH:8][C:9]([C:11]1[S:15][C:14]([N:16]2[C:20](=[O:21])[CH2:19][N:18]([C:22]3[CH:23]=[CH:24][C:25]([F:28])=[CH:26][CH:27]=3)[C:17]2=[O:29])=[N:13][C:12]=1[CH3:30])=[O:10])[C:2]1[CH:7]=[CH:6][CH:5]=[CH:4][CH:3]=1. The yield is 0.180. (5) The catalyst is CN(C)C=O.C(OCC)(=O)C. The reactants are [CH2:1]([C:3]1[N:4]([C:28]2[CH:33]=[CH:32][C:31]([O:34][C:35]([CH3:39])([CH3:38])[CH2:36][OH:37])=[CH:30][CH:29]=2)[C:5](=[O:27])[C:6]([CH2:12][C:13]2[CH:18]=[CH:17][C:16]([C:19]3[C:20]([C:25]#[N:26])=[CH:21][CH:22]=[CH:23][CH:24]=3)=[CH:15][CH:14]=2)=[C:7]([CH2:9][CH2:10][CH3:11])[N:8]=1)[CH3:2].[H-].[Na+].[CH3:42]I. The product is [CH2:1]([C:3]1[N:4]([C:28]2[CH:29]=[CH:30][C:31]([O:34][C:35]([CH3:39])([CH3:38])[CH2:36][O:37][CH3:42])=[CH:32][CH:33]=2)[C:5](=[O:27])[C:6]([CH2:12][C:13]2[CH:14]=[CH:15][C:16]([C:19]3[C:20]([C:25]#[N:26])=[CH:21][CH:22]=[CH:23][CH:24]=3)=[CH:17][CH:18]=2)=[C:7]([CH2:9][CH2:10][CH3:11])[N:8]=1)[CH3:2]. The yield is 0.480.